From a dataset of Reaction yield outcomes from USPTO patents with 853,638 reactions. Predict the reaction yield, written as a fraction of the theoretical maximum amount of product (1.0 means a 100% yield; for example, 0.34 means a 34% yield). (1) The reactants are [Br:1][C:2]1[CH:3]=[CH:4][CH:5]=[C:6]2[C:11]=1[N:10]=[C:9](Cl)[CH:8]=[N:7]2.[C:13]([NH2:17])([CH3:16])([CH3:15])[CH3:14].C(Cl)Cl. The catalyst is CS(C)=O. The product is [Br:1][C:2]1[CH:3]=[CH:4][CH:5]=[C:6]2[C:11]=1[N:10]=[C:9]([NH:17][C:13]([CH3:16])([CH3:15])[CH3:14])[CH:8]=[N:7]2. The yield is 0.970. (2) The catalyst is C(O)CCC.O. The reactants are O.[NH2:2][NH2:3].[Br:4][C:5]1[CH:10]=[CH:9][C:8]([C:11](=O)[C:12]([F:15])([F:14])[F:13])=[C:7](F)[CH:6]=1. The product is [Br:4][C:5]1[CH:6]=[C:7]2[C:8]([C:11]([C:12]([F:15])([F:14])[F:13])=[N:2][NH:3]2)=[CH:9][CH:10]=1. The yield is 0.320. (3) The reactants are [CH3:1][O:2][C:3]1[CH:4]=[C:5]([CH:9]=[CH:10][C:11]=1[N:12]1[CH:16]=[C:15]([CH3:17])[N:14]=[CH:13]1)[C:6]([OH:8])=O.Cl.[CH3:19][NH:20][O:21][CH3:22].C(N(CC)CC)C.C(P(=O)(OCC)OCC)#N.[OH-].[Na+]. The catalyst is O.C(OCC)(=O)C.CN(C)C=O. The product is [CH3:22][O:21][N:20]([CH3:19])[C:6](=[O:8])[C:5]1[CH:9]=[CH:10][C:11]([N:12]2[CH:16]=[C:15]([CH3:17])[N:14]=[CH:13]2)=[C:3]([O:2][CH3:1])[CH:4]=1. The yield is 0.720. (4) The reactants are [N+:1]([C:4]1[CH:5]=[C:6]([S:10]([N:13]2[CH2:18][CH2:17][CH2:16][CH2:15][CH:14]2[C:19]([O:21]CC)=[O:20])(=[O:12])=[O:11])[CH:7]=[CH:8][CH:9]=1)([O-:3])=[O:2].[Li+].[OH-].Cl. The catalyst is CO.O. The product is [N+:1]([C:4]1[CH:5]=[C:6]([S:10]([N:13]2[CH2:18][CH2:17][CH2:16][CH2:15][CH:14]2[C:19]([OH:21])=[O:20])(=[O:11])=[O:12])[CH:7]=[CH:8][CH:9]=1)([O-:3])=[O:2]. The yield is 0.950. (5) The reactants are C(OC1C=CC(NC2N=CN=C(OC3C=CC(N[C:30](=O)[CH2:31][C:32]([NH:34][C:35]4[CH:40]=[CH:39][C:38]([F:41])=[CH:37][CH:36]=4)=[O:33])=CC=3F)C=2)=CC=1)C1C=CC=CC=1.[F:44]C(F)(F)C(O)=O.N[C:52]1[C:57](C2C=CC(CC(N)=O)=CC=2)=[C:56]([O:68][C:69]2[CH:74]=[CH:73][C:72]([NH:75][C:76](NC(=O)CC3C=CC(F)=CC=3)=[O:77])=[CH:71][C:70]=2[F:89])[CH:55]=[CH:54][N:53]=1.CCN([CH:96]([CH3:98])C)C(C)C.C[N:100]([CH:102]=[O:103])C. No catalyst specified. The product is [F:89][C:70]1[CH:71]=[C:72]([NH:75][C:76]([C:31]2[C:32](=[O:33])[N:34]([C:35]3[CH:36]=[CH:37][C:38]([F:41])=[CH:39][CH:40]=3)[CH:96]=[CH:98][CH:30]=2)=[O:77])[C:73]([F:44])=[CH:74][C:69]=1[O:68][C:56]1[CH:55]=[CH:54][N:53]=[C:52]([C:102]([NH2:100])=[O:103])[CH:57]=1. The yield is 0.220. (6) The reactants are [CH3:1][P:2](=[O:7])([CH:5]=[CH2:6])[CH:3]=[CH2:4].[CH2:8]([NH2:15])[C:9]1[CH:14]=[CH:13][CH:12]=[CH:11][CH:10]=1. The catalyst is C1COCC1.O. The product is [CH2:8]([N:15]1[CH2:6][CH2:5][P:2](=[O:7])([CH3:1])[CH2:3][CH2:4]1)[C:9]1[CH:14]=[CH:13][CH:12]=[CH:11][CH:10]=1. The yield is 0.640. (7) The reactants are [Cl:1][C:2]1[CH:3]=[CH:4][C:5]([S:31]([CH2:34][CH3:35])(=[O:33])=[O:32])=[C:6]([CH:30]=1)[NH:7][N:8]1[C:17](=[O:18])[C:16]2[C:11](=[CH:12][C:13]([CH2:23][N:24]3[CH2:29][CH2:28][NH:27][CH2:26][CH2:25]3)=[C:14]([C:19]([F:22])([F:21])[F:20])[CH:15]=2)[N:10]=[CH:9]1.[CH2:36]=O. The catalyst is C(O)=O. The product is [Cl:1][C:2]1[CH:3]=[CH:4][C:5]([S:31]([CH2:34][CH3:35])(=[O:32])=[O:33])=[C:6]([CH:30]=1)[NH:7][N:8]1[C:17](=[O:18])[C:16]2[C:11](=[CH:12][C:13]([CH2:23][N:24]3[CH2:25][CH2:26][N:27]([CH3:36])[CH2:28][CH2:29]3)=[C:14]([C:19]([F:22])([F:21])[F:20])[CH:15]=2)[N:10]=[CH:9]1. The yield is 0.880. (8) The reactants are [OH:1][CH2:2][C@@H:3]1[C@:12]2([CH3:13])[C@H:7]([C:8]([CH3:15])([CH3:14])[CH2:9][CH2:10][CH2:11]2)[CH2:6][CH2:5][C@@:4]1([CH3:17])[OH:16].CC1C=N[C:22]2[C:31]([C:32]=1C)=[CH:30][CH:29]=[C:28]1[C:23]=2N=CC(C)=C1C.[C:36]([O-])([O-])=[O:37].[Cs+].[Cs+]. The catalyst is [Cu]I. The product is [CH3:36][O:37][C:23]1[CH:28]=[C:29]([CH:30]=[C:31]([CH3:32])[CH:22]=1)[O:1][CH2:2][C@@H:3]1[C@:12]2([CH3:13])[C@H:7]([C:8]([CH3:15])([CH3:14])[CH2:9][CH2:10][CH2:11]2)[CH2:6][CH2:5][C@@:4]1([CH3:17])[OH:16]. The yield is 0.840. (9) The reactants are [C:1]([CH2:3][N:4]1[C:8]([CH3:9])=[CH:7][CH:6]=[C:5]1[C:10]([O:12][CH2:13][CH3:14])=[O:11])#[N:2].[ClH:15].[CH2:16]([O:18]CC)[CH3:17].C(O)C. No catalyst specified. The product is [ClH:15].[CH2:16]([O:18][C:1](=[NH:2])[CH2:3][N:4]1[C:8]([CH3:9])=[CH:7][CH:6]=[C:5]1[C:10]([O:12][CH2:13][CH3:14])=[O:11])[CH3:17]. The yield is 0.957.